The task is: Predict the product of the given reaction.. This data is from Forward reaction prediction with 1.9M reactions from USPTO patents (1976-2016). (1) The product is: [CH2:16]([O:15][C:13]([C@@H:12]1[CH2:7][C@H:6]1[C:5]1[CH:8]=[CH:9][C:2]([Br:1])=[CH:3][CH:4]=1)=[O:14])[CH3:17]. Given the reactants [Br:1][C:2]1[CH:9]=[CH:8][C:5]([CH:6]=[CH2:7])=[CH:4][CH:3]=1.[N+](=[CH:12][C:13]([O:15][CH2:16][CH3:17])=[O:14])=[N-], predict the reaction product. (2) Given the reactants Cl[C:2]1[N:7]=[C:6]([C:8]2[O:9][CH:10]=[CH:11][CH:12]=2)[N:5]=[C:4]([NH2:13])[CH:3]=1.[NH:14]1[CH:18]=[CH:17][CH:16]=[N:15]1.C(=O)([O-])[O-].[Cs+].[Cs+].O, predict the reaction product. The product is: [O:9]1[CH:10]=[CH:11][CH:12]=[C:8]1[C:6]1[N:5]=[C:4]([NH2:13])[CH:3]=[C:2]([N:14]2[CH:18]=[CH:17][CH:16]=[N:15]2)[N:7]=1. (3) Given the reactants [NH2:1][C@H:2]1[CH2:7][CH2:6][C@H:5]([C@H:8]([NH:10][C:11](=[O:17])[O:12][C:13]([CH3:16])([CH3:15])[CH3:14])[CH3:9])[CH2:4][CH2:3]1.[C:18](O)(=[O:22])[C@@H:19]([CH3:21])[OH:20].C(N(C(C)C)CC)(C)C.CN(C(ON1N=NC2C=CC=CC1=2)=[N+](C)C)C.[B-](F)(F)(F)F, predict the reaction product. The product is: [OH:20][C@H:19]([CH3:21])[C:18]([NH:1][C@H:2]1[CH2:7][CH2:6][C@H:5]([C@H:8]([NH:10][C:11](=[O:17])[O:12][C:13]([CH3:16])([CH3:15])[CH3:14])[CH3:9])[CH2:4][CH2:3]1)=[O:22]. (4) The product is: [NH2:1][C:2]1[N:7]=[CH:6][N:5]=[C:4]([NH:8][CH2:9][C:10]2[N:15]([C:16]3[CH:21]=[CH:20][CH:19]=[CH:18][CH:17]=3)[C:14](=[O:22])[C:13]3=[C:23]([CH3:26])[CH:24]=[CH:25][N:12]3[N:11]=2)[C:3]=1[C:34]1[CH:33]=[C:32]([OH:45])[CH:31]=[C:30]([CH:29]([F:46])[F:28])[CH:35]=1. Given the reactants [NH2:1][C:2]1[N:7]=[CH:6][N:5]=[C:4]([NH:8][CH2:9][C:10]2[N:15]([C:16]3[CH:21]=[CH:20][CH:19]=[CH:18][CH:17]=3)[C:14](=[O:22])[C:13]3=[C:23]([CH3:26])[CH:24]=[CH:25][N:12]3[N:11]=2)[C:3]=1Br.[F:28][CH:29]([F:46])[C:30]1[CH:31]=[C:32]([OH:45])[CH:33]=[C:34](B2OC(C)(C)C(C)(C)O2)[CH:35]=1.C(=O)([O-])[O-].[Cs+].[Cs+], predict the reaction product. (5) Given the reactants [CH3:1][O:2][CH2:3][CH2:4][O:5][C:6]1[CH:11]=[CH:10][C:9]([CH:12]2[NH:16][C:15]3([CH2:21][CH2:20][CH2:19][CH2:18][CH2:17]3)[NH:14][C:13]2=[O:22])=[CH:8][CH:7]=1.BrN1C(=O)CCC1=O, predict the reaction product. The product is: [CH3:1][O:2][CH2:3][CH2:4][O:5][C:6]1[CH:7]=[CH:8][C:9]([C:12]2[C:13](=[O:22])[NH:14][C:15]3([CH2:21][CH2:20][CH2:19][CH2:18][CH2:17]3)[N:16]=2)=[CH:10][CH:11]=1. (6) Given the reactants [NH2:1][C:2]1[CH:3]=[C:4]([CH:14]=[CH:15][C:16]=1[O:17][CH3:18])[C:5]([NH:7][C:8]1[CH:13]=[CH:12][CH:11]=[CH:10][CH:9]=1)=[O:6].[Cl:19][C:20]1[CH:21]=[C:22]([N:27]=[C:28]=[S:29])[CH:23]=[CH:24][C:25]=1[Cl:26], predict the reaction product. The product is: [Cl:19][C:20]1[CH:21]=[C:22]([NH:27][C:28](=[S:29])[NH:1][C:2]2[CH:3]=[C:4]([CH:14]=[CH:15][C:16]=2[O:17][CH3:18])[C:5]([NH:7][C:8]2[CH:13]=[CH:12][CH:11]=[CH:10][CH:9]=2)=[O:6])[CH:23]=[CH:24][C:25]=1[Cl:26]. (7) Given the reactants [CH2:1]1[N:6]2[CH2:7][N:8]3[CH2:10][N:4]([CH2:5]2)[CH2:3][N:2]1[CH2:9]3.[Cl:11][C:12]1[S:13][C:14]([CH2:17]Cl)=[CH:15][CH:16]=1, predict the reaction product. The product is: [Cl:11][C:12]1[S:13][C:14]([CH2:17][CH:1]2[N:6]3[CH2:5][N:4]4[CH2:10][N:8]([CH2:9][N:2]2[CH2:3]4)[CH2:7]3)=[CH:15][CH:16]=1. (8) Given the reactants Cl[C:2]1[N:7]=[N:6][C:5]([O:8][CH2:9][C:10]2[CH:15]=[CH:14][C:13]([O:16][CH3:17])=[CH:12][CH:11]=2)=[C:4]([O:18][CH2:19][C:20]2[CH:25]=[CH:24][C:23]([O:26][CH3:27])=[CH:22][CH:21]=2)[CH:3]=1.[Cl:28][C:29]1[CH:34]=[CH:33][C:32]([CH2:35][SH:36])=[CH:31][CH:30]=1.CCN(C(C)C)C(C)C, predict the reaction product. The product is: [Cl:28][C:29]1[CH:34]=[CH:33][C:32]([CH2:35][S:36][C:2]2[N:7]=[N:6][C:5]([O:8][CH2:9][C:10]3[CH:11]=[CH:12][C:13]([O:16][CH3:17])=[CH:14][CH:15]=3)=[C:4]([O:18][CH2:19][C:20]3[CH:21]=[CH:22][C:23]([O:26][CH3:27])=[CH:24][CH:25]=3)[CH:3]=2)=[CH:31][CH:30]=1.